The task is: Predict the reaction yield, written as a fraction of the theoretical maximum amount of product (1.0 means a 100% yield; for example, 0.34 means a 34% yield).. This data is from Reaction yield outcomes from USPTO patents with 853,638 reactions. (1) The product is [Br:11][CH2:12][CH2:13][CH2:14][CH2:15][CH2:16][O:2][C:1]1[CH:8]=[CH:7][C:5]([OH:6])=[CH:4][CH:3]=1. The reactants are [C:1]1([CH:8]=[CH:7][C:5]([OH:6])=[CH:4][CH:3]=1)[OH:2].[OH-].[K+].[Br:11][CH2:12][CH2:13][CH2:14][CH2:15][CH2:16]Br. The yield is 0.200. The catalyst is CO. (2) The reactants are [Cl:1][C:2]1[CH:7]=[CH:6][C:5]([CH2:8][NH:9][C:10]([C:12]2[N:13]=[CH:14][N:15](C(C3C=CC=CC=3)(C3C=CC=CC=3)C3C=CC=CC=3)[CH:16]=2)=[O:11])=[C:4]([F:36])[C:3]=1[O:37][C:38]1[CH:43]=[C:42]([C:44]#[N:45])[CH:41]=[C:40]([Cl:46])[CH:39]=1.[C:47]([OH:53])([C:49]([F:52])([F:51])[F:50])=[O:48]. The catalyst is C(Cl)Cl. The product is [F:50][C:49]([F:52])([F:51])[C:47]([OH:53])=[O:48].[Cl:1][C:2]1[CH:7]=[CH:6][C:5]([CH2:8][NH:9][C:10]([C:12]2[N:13]=[CH:14][NH:15][CH:16]=2)=[O:11])=[C:4]([F:36])[C:3]=1[O:37][C:38]1[CH:43]=[C:42]([C:44]#[N:45])[CH:41]=[C:40]([Cl:46])[CH:39]=1. The yield is 0.600. (3) The reactants are Cl[C:2]1[N:11]=[C:10]([Cl:12])[C:9]2[C:4](=[CH:5][CH:6]=[CH:7][CH:8]=2)[N:3]=1.[CH3:13][N:14]1[CH2:19][CH2:18][N:17](C)[CH2:16][CH2:15]1.C([O-])(O)=O.[Na+].O. The catalyst is O1CCOCC1. The product is [Cl:12][C:10]1[C:9]2[C:4](=[CH:5][CH:6]=[CH:7][CH:8]=2)[N:3]=[C:2]([N:17]2[CH2:18][CH2:19][N:14]([CH3:13])[CH2:15][CH2:16]2)[N:11]=1. The yield is 0.520. (4) The reactants are [CH2:1]([C:3]1[N:4]([CH2:11][CH2:12][O:13][C:14]2[CH:22]=[CH:21][C:17]([CH:18]=[N:19][OH:20])=[CH:16][CH:15]=2)[C:5](=[O:10])[CH:6]=[C:7]([CH3:9])[N:8]=1)[CH3:2].Cl.[OH-].[Na+]. The catalyst is CO.C1COCC1.O1CCOCC1. The product is [CH2:1]([C:3]1[N:4]([CH2:11][CH2:12][O:13][C:14]2[CH:15]=[CH:16][C:17]([CH2:18][NH:19][OH:20])=[CH:21][CH:22]=2)[C:5](=[O:10])[CH:6]=[C:7]([CH3:9])[N:8]=1)[CH3:2]. The yield is 0.900. (5) The catalyst is ClCCl.C(OCC)(=O)C.O. The product is [Si:39]([O:46][CH:47]([CH3:48])[CH2:24][CH2:23][CH:22]([C:31]1[CH:36]=[C:35]([F:37])[CH:34]=[CH:33][C:32]=1[F:38])[S:19]([C:16]1[CH:15]=[CH:14][C:13]([Cl:12])=[CH:18][CH:17]=1)(=[O:21])=[O:20])([C:42]([CH3:45])([CH3:44])[CH3:43])([CH3:41])[CH3:40]. The yield is 0.270. The reactants are CN1CCOCC1.C(Cl)(=O)C.[Cl:12][C:13]1[CH:18]=[CH:17][C:16]([S:19]([CH:22]([C:31]2[CH:36]=[C:35]([F:37])[CH:34]=[CH:33][C:32]=2[F:38])[C:23]2N=CC(CN)=C[CH:24]=2)(=[O:21])=[O:20])=[CH:15][CH:14]=1.[Si:39]([O:46][CH2:47][CH2:48]C(C)C(C1C=C(F)C=CC=1F)S(C1C=CC(Cl)=CC=1)(=O)=O)([C:42]([CH3:45])([CH3:44])[CH3:43])([CH3:41])[CH3:40].